Task: Predict the product of the given reaction.. Dataset: Forward reaction prediction with 1.9M reactions from USPTO patents (1976-2016) (1) Given the reactants [Si]([O:8][CH2:9][CH2:10][NH:11][CH:12]1[CH2:16][N:15]([C:17]2[CH:18]=[N:19][N:20]3[CH2:25][C@H:24]([CH3:26])[N:23]([C:27]([O:29][C:30]([CH3:33])([CH3:32])[CH3:31])=[O:28])[CH2:22][C:21]=23)[C:14](=[O:34])[CH2:13]1)(C(C)(C)C)(C)C.[F-].[K+].C1OCCOCCOCCOCCOCCOC1, predict the reaction product. The product is: [OH:8][CH2:9][CH2:10][NH:11][CH:12]1[CH2:16][N:15]([C:17]2[CH:18]=[N:19][N:20]3[CH2:25][C@H:24]([CH3:26])[N:23]([C:27]([O:29][C:30]([CH3:33])([CH3:32])[CH3:31])=[O:28])[CH2:22][C:21]=23)[C:14](=[O:34])[CH2:13]1. (2) Given the reactants Br[C:2]1[CH:3]=[C:4]([CH3:21])[C:5]2[N:9]=[C:8]([CH3:10])[N:7]([CH2:11][C:12]3[CH:17]=[CH:16][C:15]([Cl:18])=[CH:14][C:13]=3[Cl:19])[C:6]=2[CH:20]=1.[CH3:22][C:23]1([CH3:39])[C:27]([CH3:29])([CH3:28])[O:26][B:25]([B:25]2[O:26][C:27]([CH3:29])([CH3:28])[C:23]([CH3:39])([CH3:22])[O:24]2)[O:24]1, predict the reaction product. The product is: [Cl:19][C:13]1[CH:14]=[C:15]([Cl:18])[CH:16]=[CH:17][C:12]=1[CH2:11][N:7]1[C:6]2[CH:20]=[C:2]([B:25]3[O:26][C:27]([CH3:29])([CH3:28])[C:23]([CH3:39])([CH3:22])[O:24]3)[CH:3]=[C:4]([CH3:21])[C:5]=2[N:9]=[C:8]1[CH3:10]. (3) Given the reactants [CH2:1]([O:8][C:9]1[CH:14]=[CH:13][N:12]([C:15]2[N:16]([CH3:24])[C:17]([C:21](O)=[O:22])=[C:18]([CH3:20])[N:19]=2)[C:11](=[O:25])[CH:10]=1)[C:2]1[CH:7]=[CH:6][CH:5]=[CH:4][CH:3]=1.[CH2:26]([NH2:33])[C:27]1[CH:32]=[CH:31][CH:30]=[CH:29][CH:28]=1, predict the reaction product. The product is: [CH2:26]([NH:33][C:21]([C:17]1[N:16]([CH3:24])[C:15]([N:12]2[CH:13]=[CH:14][C:9]([O:8][CH2:1][C:2]3[CH:3]=[CH:4][CH:5]=[CH:6][CH:7]=3)=[CH:10][C:11]2=[O:25])=[N:19][C:18]=1[CH3:20])=[O:22])[C:27]1[CH:32]=[CH:31][CH:30]=[CH:29][CH:28]=1. (4) Given the reactants [F:1][C:2]([F:7])([F:6])[C:3]([OH:5])=[O:4].[CH2:8]([S:10]([N:13]1[CH2:18][CH2:17][CH:16]([C:19]2[C:27]3[C:22](=[C:23]([C:38]([NH2:40])=[O:39])[CH:24]=[C:25]([C:28]4[CH:33]=[C:32]([CH2:34][NH:35][CH3:36])[CH:31]=[CH:30][C:29]=4[F:37])[CH:26]=3)[NH:21][CH:20]=2)[CH2:15][CH2:14]1)(=[O:12])=[O:11])[CH3:9].[CH3:41]N, predict the reaction product. The product is: [F:1][C:2]([F:7])([F:6])[C:3]([OH:5])=[O:4].[CH2:8]([S:10]([N:13]1[CH2:18][CH2:17][CH:16]([C:19]2[C:27]3[C:22](=[C:23]([C:38]([NH2:40])=[O:39])[CH:24]=[C:25]([C:28]4[CH:33]=[C:32]([CH2:34][NH:35][CH2:36][CH:2]([CH3:3])[CH3:41])[CH:31]=[CH:30][C:29]=4[F:37])[CH:26]=3)[NH:21][CH:20]=2)[CH2:15][CH2:14]1)(=[O:11])=[O:12])[CH3:9]. (5) Given the reactants [CH3:1][C@:2]12[C:8]([CH3:10])([CH3:9])[C@H:5]([CH2:6][CH2:7]1)[C:4](=O)[C:3]2=O.COP([CH2:19][C:20]([CH:22]1[CH2:24][CH2:23]1)=O)(=O)OC.O.[NH2:26][NH2:27], predict the reaction product. The product is: [CH:22]1([C:20]2[N:26]=[N:27][C:3]3[C@@:2]4([CH3:1])[C:8]([CH3:10])([CH3:9])[C@@H:5]([C:4]=3[CH:19]=2)[CH2:6][CH2:7]4)[CH2:24][CH2:23]1. (6) Given the reactants C[O:2][C:3](=[O:37])[CH2:4][C:5]1[C:14]([CH3:15])=[C:13]([C:16]2[CH:21]=[CH:20][C:19]([NH:22][S:23]([C:26]3[CH:31]=[CH:30][CH:29]=[CH:28][C:27]=3[C:32]([F:35])([F:34])[F:33])(=[O:25])=[O:24])=[CH:18][CH:17]=2)[C:12]2[C:7](=[CH:8][CH:9]=[C:10]([Cl:36])[CH:11]=2)[CH:6]=1.[OH-].[Na+], predict the reaction product. The product is: [Cl:36][C:10]1[CH:11]=[C:12]2[C:7](=[CH:8][CH:9]=1)[CH:6]=[C:5]([CH2:4][C:3]([OH:37])=[O:2])[C:14]([CH3:15])=[C:13]2[C:16]1[CH:17]=[CH:18][C:19]([NH:22][S:23]([C:26]2[CH:31]=[CH:30][CH:29]=[CH:28][C:27]=2[C:32]([F:34])([F:33])[F:35])(=[O:24])=[O:25])=[CH:20][CH:21]=1. (7) Given the reactants [C:1]([C:5]1[CH:10]=[CH:9][C:8]([CH2:11][C:12]([OH:14])=[O:13])=[CH:7][CH:6]=1)([CH3:4])([CH3:3])[CH3:2].C1C(=O)N([Br:22])C(=O)C1.CCOC(C)=O.O, predict the reaction product. The product is: [Br:22][CH:11]([C:8]1[CH:9]=[CH:10][C:5]([C:1]([CH3:4])([CH3:2])[CH3:3])=[CH:6][CH:7]=1)[C:12]([OH:14])=[O:13]. (8) Given the reactants C[O:2][C:3](=[O:24])[C:4]1[CH:9]=[C:8]([C:10]2[S:11][CH:12]=[C:13]([C:15]3[CH:20]=[CH:19][C:18]([Cl:21])=[C:17]([Cl:22])[CH:16]=3)[N:14]=2)[CH:7]=[CH:6][C:5]=1Br.[F:25][C:26]1[C:31]([F:32])=[CH:30][C:29]([F:33])=[CH:28][C:27]=1B(O)O, predict the reaction product. The product is: [Cl:22][C:17]1[CH:16]=[C:15]([C:13]2[N:14]=[C:10]([C:8]3[CH:9]=[C:4]([C:3]([OH:2])=[O:24])[C:5]([C:27]4[CH:28]=[C:29]([F:33])[CH:30]=[C:31]([F:32])[C:26]=4[F:25])=[CH:6][CH:7]=3)[S:11][CH:12]=2)[CH:20]=[CH:19][C:18]=1[Cl:21].